Predict the product of the given reaction. From a dataset of Forward reaction prediction with 1.9M reactions from USPTO patents (1976-2016). (1) Given the reactants [N+:1]([C:4]1[CH:13]=[CH:12][CH:11]=[C:10]2[C:5]=1[CH:6]=[CH:7][C:8](Cl)=[N:9]2)([O-])=O.[CH3:15][C:16]1[O:20][C:19]([CH2:21][NH2:22])=[CH:18][CH:17]=1.[CH3:23][N:24]1[CH2:29][CH2:28][N:27]([C:30]2[CH:37]=[CH:36][CH:35]=[CH:34][C:31]=2[CH:32]=O)[CH2:26][CH2:25]1, predict the reaction product. The product is: [CH3:15][C:16]1[O:20][C:19]([CH2:21][NH:22][C:8]2[CH:7]=[CH:6][C:5]3[C:4]([NH:1][CH2:32][C:31]4[CH:34]=[CH:35][CH:36]=[CH:37][C:30]=4[N:27]4[CH2:26][CH2:25][N:24]([CH3:23])[CH2:29][CH2:28]4)=[CH:13][CH:12]=[CH:11][C:10]=3[N:9]=2)=[CH:18][CH:17]=1. (2) Given the reactants [N:1]1[C:2]([CH2:10][C:11]([O:13]CC)=[O:12])=[CH:3][N:4]2[CH:9]=[CH:8][CH:7]=[CH:6][C:5]=12.[OH-].[Na+], predict the reaction product. The product is: [N:1]1[C:2]([CH2:10][C:11]([OH:13])=[O:12])=[CH:3][N:4]2[CH:9]=[CH:8][CH:7]=[CH:6][C:5]=12. (3) The product is: [CH2:1]([O:8][C:9]1[CH:14]=[C:13]([S:26][CH2:27][CH2:28][C:29]([O:31][CH2:32][CH3:33])=[O:30])[CH:12]=[N:11][C:10]=1[NH:16][C:17]1[S:18][C:19]2[C:24]([N:25]=1)=[CH:23][CH:22]=[CH:21][N:20]=2)[C:2]1[CH:7]=[CH:6][CH:5]=[CH:4][CH:3]=1. Given the reactants [CH2:1]([O:8][C:9]1[C:10]([NH:16][C:17]2[S:18][C:19]3[C:24]([N:25]=2)=[CH:23][CH:22]=[CH:21][N:20]=3)=[N:11][CH:12]=[C:13](Br)[CH:14]=1)[C:2]1[CH:7]=[CH:6][CH:5]=[CH:4][CH:3]=1.[SH:26][CH2:27][CH2:28][C:29]([O:31][CH3:32])=[O:30].[CH2:33](N(C(C)C)C(C)C)C.[Cl-].[NH4+], predict the reaction product. (4) Given the reactants [CH2:1]([O:8][C:9]1[CH:14]=[CH:13][C:12]([C:15]2[N:19]([C:20]3[CH:25]=[CH:24][CH:23]=[CH:22][C:21]=3[Cl:26])[N:18]=[C:17]([C:27]([O:29]CC)=[O:28])[C:16]=2[CH3:32])=[CH:11][CH:10]=1)[C:2]1[CH:7]=[CH:6][CH:5]=[CH:4][CH:3]=1.[OH-].[Na+], predict the reaction product. The product is: [CH2:1]([O:8][C:9]1[CH:10]=[CH:11][C:12]([C:15]2[N:19]([C:20]3[CH:25]=[CH:24][CH:23]=[CH:22][C:21]=3[Cl:26])[N:18]=[C:17]([C:27]([OH:29])=[O:28])[C:16]=2[CH3:32])=[CH:13][CH:14]=1)[C:2]1[CH:7]=[CH:6][CH:5]=[CH:4][CH:3]=1. (5) The product is: [NH:1]1[CH:5]=[N:4][CH:3]=[N:2]1.[Li+:6].[C:18]([S:15]([N-:14][S:11]([C:7]([F:10])([F:9])[F:8])(=[O:13])=[O:12])(=[O:16])=[O:17])([F:20])([F:19])[F:21]. Given the reactants [NH:1]1[CH:5]=[N:4][CH:3]=[N:2]1.[Li+:6].[C:7]([S:11]([N-:14][S:15]([C:18]([F:21])([F:20])[F:19])(=[O:17])=[O:16])(=[O:13])=[O:12])([F:10])([F:9])[F:8], predict the reaction product. (6) The product is: [CH3:20][C:16]1[CH:17]=[C:18]2[C:13](=[C:14]([NH:21][CH:22]3[CH2:31][CH2:30][C:25](=[O:26])[CH2:24][CH2:23]3)[CH:15]=1)[NH:12][C:11]([C:8]1[S:9][CH2:10][C@@H:6]([CH2:5][C:4]([OH:32])=[O:3])[N:7]=1)=[CH:19]2. Given the reactants C([O:3][C:4](=[O:32])[CH2:5][C@@H:6]1[CH2:10][S:9][C:8]([C:11]2[NH:12][C:13]3[C:18]([CH:19]=2)=[CH:17][C:16]([CH3:20])=[CH:15][C:14]=3[NH:21][CH:22]2[CH2:31][CH2:30][C:25]3(OCC[O:26]3)[CH2:24][CH2:23]2)=[N:7]1)C.Cl, predict the reaction product.